This data is from Full USPTO retrosynthesis dataset with 1.9M reactions from patents (1976-2016). The task is: Predict the reactants needed to synthesize the given product. (1) Given the product [CH3:8][C:5]1[CH:6]=[CH:7][C:2]([C:14]#[C:13][Si:10]([CH3:12])([CH3:11])[CH3:9])=[N:3][CH:4]=1, predict the reactants needed to synthesize it. The reactants are: Br[C:2]1[CH:7]=[CH:6][C:5]([CH3:8])=[CH:4][N:3]=1.[CH3:9][Si:10]([C:13]#[CH:14])([CH3:12])[CH3:11]. (2) Given the product [C:1]([O:5][C:6](=[O:14])[N:7]([C:8]1[CH:13]=[CH:12][N:11]=[CH:10][CH:9]=1)[CH:8]1[CH2:13][CH2:12][N:11]([C:17]2[CH:22]=[CH:21][N:20]=[CH:19][CH:18]=2)[CH2:10][CH2:9]1)([CH3:4])([CH3:2])[CH3:3], predict the reactants needed to synthesize it. The reactants are: [C:1]([O:5][C:6](=[O:14])[NH:7][CH:8]1[CH2:13][CH2:12][NH:11][CH2:10][CH2:9]1)([CH3:4])([CH3:3])[CH3:2].Cl.Cl[C:17]1[CH:22]=[CH:21][N:20]=[CH:19][CH:18]=1.